This data is from Forward reaction prediction with 1.9M reactions from USPTO patents (1976-2016). The task is: Predict the product of the given reaction. (1) Given the reactants C[O:2][C:3](=[O:32])[CH2:4][N:5]1[C:13]2[C:8](=[CH:9][C:10]([F:14])=[CH:11][CH:12]=2)[C:7]([CH2:15][C:16]2[C:20]([S:21]([C:24]3[CH:29]=[CH:28][C:27]([Cl:30])=[CH:26][CH:25]=3)(=[O:23])=[O:22])=[CH:19][S:18][CH:17]=2)=[C:6]1[CH3:31].[OH-].[Li+], predict the reaction product. The product is: [Cl:30][C:27]1[CH:28]=[CH:29][C:24]([S:21]([C:20]2[C:16]([CH2:15][C:7]3[C:8]4[C:13](=[CH:12][CH:11]=[C:10]([F:14])[CH:9]=4)[N:5]([CH2:4][C:3]([OH:32])=[O:2])[C:6]=3[CH3:31])=[CH:17][S:18][CH:19]=2)(=[O:23])=[O:22])=[CH:25][CH:26]=1. (2) The product is: [CH3:32][C:27]1[CH:26]=[C:25](/[CH:21]=[CH:20]/[C:18]2[CH:17]=[CH:16][C:8]([C:9]([O:11][C:12]([CH3:15])([CH3:13])[CH3:14])=[O:10])=[C:7]([NH:6][C:5]3[CH:22]=[CH:23][C:2]([F:1])=[CH:3][CH:4]=3)[CH:19]=2)[CH:30]=[CH:29][C:28]=1[CH3:31]. Given the reactants [F:1][C:2]1[CH:23]=[CH:22][C:5]([NH:6][C:7]2[CH:19]=[C:18]([CH:20]=[CH2:21])[CH:17]=[CH:16][C:8]=2[C:9]([O:11][C:12]([CH3:15])([CH3:14])[CH3:13])=[O:10])=[CH:4][CH:3]=1.Br[C:25]1[CH:26]=[C:27]([CH3:32])[C:28]([CH3:31])=[CH:29][CH:30]=1.C1(CNCC2CCCCC2)CCCCC1.F[B-](F)(F)F.C(P(C(C)(C)C)C(C)(C)C)(C)(C)C.C(O)(=O)CC(CC(O)=O)(C(O)=O)O, predict the reaction product. (3) The product is: [CH3:1][C:2]1([CH3:17])[CH2:7][CH2:6][C:5]([C:8]2[CH:13]=[CH:12][C:11]([O:14][CH3:15])=[CH:10][C:9]=2[N:16]2[CH2:24][CH2:23][NH:22][CH2:21][CH2:20]2)=[CH:4][CH2:3]1. Given the reactants [CH3:1][C:2]1([CH3:17])[CH2:7][CH2:6][C:5]([C:8]2[CH:13]=[CH:12][C:11]([O:14][CH3:15])=[CH:10][C:9]=2[NH2:16])=[CH:4][CH2:3]1.Cl.Cl[CH2:20][CH2:21][NH:22][CH2:23][CH2:24]Cl, predict the reaction product.